This data is from Forward reaction prediction with 1.9M reactions from USPTO patents (1976-2016). The task is: Predict the product of the given reaction. (1) Given the reactants [CH2:1]([C:3]1[CH:4]=[C:5]([CH2:11][CH2:12][C:13]([C:15]2[S:22][C:21]([CH3:23])=[C:20]3[C:16]=2[CH2:17][C@H:18]2[C:24]([CH3:26])([CH3:25])[C@H:19]23)=[O:14])[CH:6]=[C:7](C)[C:8]=1[OH:9])[CH3:2].[CH2:27]([CH:29]1[O:31][CH2:30]1)Cl.[CH:32]([OH:35])(C)C, predict the reaction product. The product is: [CH2:1]([C:3]1[CH:4]=[C:5]([CH2:11][CH2:12][C:13]([C:15]2[S:22][C:21]([CH3:23])=[C:20]3[C:16]=2[CH2:17][C@H:18]2[C:24]([CH3:26])([CH3:25])[C@H:19]23)=[O:14])[CH:6]=[C:7]([O:35][CH3:32])[C:8]=1[O:9][CH2:27][CH:29]1[CH2:30][O:31]1)[CH3:2]. (2) Given the reactants O.O.O.O.O.O.O.O.O.O.[P:11]([O-:15])([O-:14])([O-:13])=[O:12].[Na+].[Na+].[Na+].C(O)(=O)CC(CC(O)=O)(C(O)=O)O.[Cl-].[Mg+2:33].[Cl-], predict the reaction product. The product is: [P:11]([O-:15])([O-:14])([O-:13])=[O:12].[Mg+2:33].[P:11]([O-:15])([O-:14])([O-:13])=[O:12].[Mg+2:33].[Mg+2:33]. (3) Given the reactants [F:1][C:2]1[CH:7]=[C:6]([F:8])[CH:5]=[CH:4][C:3]=1[S:9]([NH:12][C:13]1[C:14]([O:28][CH3:29])=[N:15][CH:16]=[C:17](B2OC(C)(C)C(C)(C)O2)[CH:18]=1)(=[O:11])=[O:10].Br[C:31]1[CH:36]=[CH:35][N:34]2[N:37]=[CH:38][C:39]([C:40]#[N:41])=[C:33]2[CH:32]=1.C(Cl)Cl.C([O-])([O-])=O.[Na+].[Na+], predict the reaction product. The product is: [C:40]([C:39]1[CH:38]=[N:37][N:34]2[CH:35]=[CH:36][C:31]([C:17]3[CH:18]=[C:13]([NH:12][S:9]([C:3]4[CH:4]=[CH:5][C:6]([F:8])=[CH:7][C:2]=4[F:1])(=[O:10])=[O:11])[C:14]([O:28][CH3:29])=[N:15][CH:16]=3)=[CH:32][C:33]=12)#[N:41]. (4) The product is: [CH3:11][N:4]1[C:3](=[O:12])[C:2]2[NH:1][C:14](=[S:15])[NH:8][C:7]=2[N:6]([CH3:9])[C:5]1=[O:10]. Given the reactants [NH2:1][C:2]1[C:3](=[O:12])[N:4]([CH3:11])[C:5](=[O:10])[N:6]([CH3:9])[C:7]=1[NH2:8].O(CC)[C:14]([S-])=[S:15].[K+], predict the reaction product.